Dataset: Catalyst prediction with 721,799 reactions and 888 catalyst types from USPTO. Task: Predict which catalyst facilitates the given reaction. (1) Reactant: [Br:1][CH2:2][CH2:3][CH2:4][CH2:5][CH2:6][C:7](Cl)=[O:8].[NH2:10][CH2:11][CH2:12][S:13][C:14]([C:27]1[CH:32]=[CH:31][CH:30]=[CH:29][CH:28]=1)([C:21]1[CH:26]=[CH:25][CH:24]=[CH:23][CH:22]=1)[C:15]1[CH:20]=[CH:19][CH:18]=[CH:17][CH:16]=1.CCN(C(C)C)C(C)C.CC(O)=O. Product: [Br:1][CH2:2][CH2:3][CH2:4][CH2:5][CH2:6][C:7]([NH:10][CH2:11][CH2:12][S:13][C:14]([C:21]1[CH:26]=[CH:25][CH:24]=[CH:23][CH:22]=1)([C:15]1[CH:16]=[CH:17][CH:18]=[CH:19][CH:20]=1)[C:27]1[CH:32]=[CH:31][CH:30]=[CH:29][CH:28]=1)=[O:8]. The catalyst class is: 2. (2) Reactant: [Cl:1][C:2]1[C:7]([CH:8]=O)=[C:6]([Cl:10])[N:5]=[C:4]([S:11][CH3:12])[N:3]=1.Cl.[NH2:14][OH:15].C(O)(=O)C. Product: [Cl:1][C:2]1[C:7]([CH:8]=[N:14][OH:15])=[C:6]([Cl:10])[N:5]=[C:4]([S:11][CH3:12])[N:3]=1. The catalyst class is: 6. (3) Reactant: N1(C2C3C=CC=CC=3SN=2)CCNCC1.BrCCC[N:20]1[C:24](=[O:25])[C:23]2=[CH:26][CH:27]=[CH:28][CH:29]=[C:22]2[C:21]1=[O:30].C([O-])([O-])=O.[K+].[K+].O. Product: [C:21]1(=[O:30])[C:22]2[C:23](=[CH:26][CH:27]=[CH:28][CH:29]=2)[C:24](=[O:25])[NH:20]1. The catalyst class is: 3. (4) Reactant: [N:1]([C:4]1([CH3:25])[CH2:9][CH2:8][N:7]([CH2:10][C@H:11]2[N:21]3[C:22]4[N:13]([C:14](=[O:24])[CH2:15][CH2:16][C:17]=4[CH:18]=[CH:19][C:20]3=[O:23])[CH2:12]2)[CH2:6][CH2:5]1)=C=O.[OH-].[Na+].Cl. Product: [NH2:1][C:4]1([CH3:25])[CH2:5][CH2:6][N:7]([CH2:10][C@H:11]2[N:21]3[C:22]4[N:13]([C:14](=[O:24])[CH2:15][CH2:16][C:17]=4[CH:18]=[CH:19][C:20]3=[O:23])[CH2:12]2)[CH2:8][CH2:9]1. The catalyst class is: 20. (5) Product: [CH3:1][N:2]1[C:6]([C:10]2([OH:17])[CH2:16][CH2:15][CH:14]=[CH:13][CH2:12][CH2:11]2)=[C:5]([N+:7]([O-:9])=[O:8])[CH:4]=[N:3]1. Reactant: [CH3:1][N:2]1[CH:6]=[C:5]([N+:7]([O-:9])=[O:8])[CH:4]=[N:3]1.[C:10]1(=[O:17])[CH2:16][CH2:15][CH:14]=[CH:13][CH2:12][CH2:11]1.C[Si](C)(C)[N-][Si](C)(C)C.[Li+].[Cl-].[NH4+]. The catalyst class is: 1. (6) Reactant: [N:1]1[CH:6]=[C:5]([C:7](O)=[O:8])[CH:4]=[C:3]([C:10](O)=[O:11])[CH:2]=1. Product: [OH:8][CH2:7][CH:5]1[CH2:6][NH:1][CH2:2][CH:3]([CH2:10][OH:11])[CH2:4]1. The catalyst class is: 1.